Dataset: Full USPTO retrosynthesis dataset with 1.9M reactions from patents (1976-2016). Task: Predict the reactants needed to synthesize the given product. (1) Given the product [ClH:21].[ClH:54].[Cl:21][C:22]1[CH:23]=[C:24]([CH:28]=[CH:29][C:30]=1[F:31])[C:25]([NH:20][C@H:17]1[CH2:18][CH2:19][C@@H:14]([NH:13][C:8]2[CH:7]=[C:6]([N:1]3[CH:5]=[CH:4][N:3]=[CH:2]3)[C:11]([CH3:12])=[CH:10][N:9]=2)[CH2:15][CH2:16]1)=[O:26], predict the reactants needed to synthesize it. The reactants are: [N:1]1([C:6]2[C:11]([CH3:12])=[CH:10][N:9]=[C:8]([NH:13][C@H:14]3[CH2:19][CH2:18][C@@H:17]([NH2:20])[CH2:16][CH2:15]3)[CH:7]=2)[CH:5]=[CH:4][N:3]=[CH:2]1.[Cl:21][C:22]1[CH:23]=[C:24]([CH:28]=[CH:29][C:30]=1[F:31])[C:25](O)=[O:26].C1C=CC2N(O)N=NC=2C=1.O.CCN=C=NCCCN(C)C.[ClH:54].C([O-])(O)=O.[Na+]. (2) The reactants are: CC1(C)CC(C[N:10]=C=O)(C)CC(N=C=O)C1.[C:17]([O:21][CH2:22][CH2:23]O)(=[O:20])[CH:18]=[CH2:19]. Given the product [C:17]([OH:21])(=[O:20])[CH:18]=[CH2:19].[NH2:10][C:17]([O:21][CH2:22][CH3:23])=[O:20], predict the reactants needed to synthesize it. (3) Given the product [NH2:1][C:2]1[S:3][CH2:4][C:5]2([N:21]=1)[C@@H:18]1[C@H:13]([CH2:14][CH2:15][C:16](=[O:19])[CH2:17]1)[O:12][C:11]1[C:6]2=[CH:7][C:8]([C:28]2[C:23]([F:22])=[N:24][CH:25]=[CH:26][CH:27]=2)=[CH:9][CH:10]=1, predict the reactants needed to synthesize it. The reactants are: [NH2:1][C:2]1[S:3][CH2:4][C:5]2([N:21]=1)[C@@H:18]1[C@H:13]([CH2:14][CH2:15][C:16](=[O:19])[CH2:17]1)[O:12][C:11]1[C:6]2=[CH:7][C:8](Br)=[CH:9][CH:10]=1.[F:22][C:23]1[C:28](B(O)O)=[CH:27][CH:26]=[CH:25][N:24]=1. (4) Given the product [CH3:30][O:31][C:32]1[CH:33]=[C:34]([CH2:40][CH2:41][N:42]([CH3:43])[C:27]([CH:9]2[CH:8]([C:4]3[CH:5]=[CH:6][CH:7]=[C:2]([Cl:1])[CH:3]=3)[C:12]([C:15]3[CH:16]=[CH:17][C:18]([Cl:21])=[CH:19][CH:20]=3)([C:13]#[N:14])[CH:11]([CH2:22][C:23]([CH3:25])([CH3:24])[CH3:26])[NH:10]2)=[O:28])[CH:35]=[CH:36][C:37]=1[O:38][CH3:39], predict the reactants needed to synthesize it. The reactants are: [Cl:1][C:2]1[CH:3]=[C:4]([CH:8]2[C:12]([C:15]3[CH:20]=[CH:19][C:18]([Cl:21])=[CH:17][CH:16]=3)([C:13]#[N:14])[CH:11]([CH2:22][C:23]([CH3:26])([CH3:25])[CH3:24])[NH:10][CH:9]2[C:27](O)=[O:28])[CH:5]=[CH:6][CH:7]=1.[CH3:30][O:31][C:32]1[CH:33]=[C:34]([CH2:40][CH2:41][NH:42][CH3:43])[CH:35]=[CH:36][C:37]=1[O:38][CH3:39].CN(C(ON1N=NC2C=CC=NC1=2)=[N+](C)C)C.F[P-](F)(F)(F)(F)F.CCN(C(C)C)C(C)C. (5) Given the product [CH3:24][C:25]([CH3:33])([O:34][C:3]1[N:8]=[C:7]([C:9]2[CH:14]=[CH:13][C:12]([Cl:15])=[CH:11][C:10]=2[Cl:16])[C:6]([C:17]2[CH:22]=[CH:21][C:20]([Cl:23])=[CH:19][CH:18]=2)=[CH:5][N:4]=1)[C:26]1[CH:31]=[CH:30][C:29]([F:32])=[CH:28][CH:27]=1, predict the reactants needed to synthesize it. The reactants are: CS[C:3]1[N:8]=[C:7]([C:9]2[CH:14]=[CH:13][C:12]([Cl:15])=[CH:11][C:10]=2[Cl:16])[C:6]([C:17]2[CH:22]=[CH:21][C:20]([Cl:23])=[CH:19][CH:18]=2)=[CH:5][N:4]=1.[CH3:24][C:25]([OH:34])([CH3:33])[C:26]1[CH:31]=[CH:30][C:29]([F:32])=[CH:28][CH:27]=1. (6) Given the product [Br:12][C:13]1[CH:18]=[C:17]([NH:19][C:20](=[O:22])[CH3:21])[CH:16]=[C:15]([NH:9][C:5]2[CH:4]=[C:3]([C:2]([F:1])([F:10])[F:11])[CH:8]=[CH:7][N:6]=2)[N:14]=1, predict the reactants needed to synthesize it. The reactants are: [F:1][C:2]([F:11])([F:10])[C:3]1[CH:8]=[CH:7][N:6]=[C:5]([NH2:9])[CH:4]=1.[Br:12][C:13]1[CH:18]=[C:17]([NH:19][C:20](=[O:22])[CH3:21])[CH:16]=[C:15](Br)[N:14]=1.CC1(C)C2C(=C(P(C3C=CC=CC=3)C3C=CC=CC=3)C=CC=2)OC2C(P(C3C=CC=CC=3)C3C=CC=CC=3)=CC=CC1=2.C(=O)([O-])[O-].[Cs+].[Cs+]. (7) The reactants are: FC(F)(F)S(O[C:7]1[C:16]2[C:11](=[CH:12][C:13]([Br:17])=[CH:14][CH:15]=2)[O:10][C:9](=[O:18])[CH:8]=1)(=O)=O.[CH3:21][C:22]1[CH:23]=[C:24](B(O)O)[CH:25]=[CH:26][CH:27]=1.C1(P(C2CCCCC2)C2CCCCC2)CCCCC1.[F-].[K+]. Given the product [Br:17][C:13]1[CH:12]=[C:11]2[C:16]([C:7]([C:26]3[CH:25]=[CH:24][CH:23]=[C:22]([CH3:21])[CH:27]=3)=[CH:8][C:9](=[O:18])[O:10]2)=[CH:15][CH:14]=1, predict the reactants needed to synthesize it.